This data is from Full USPTO retrosynthesis dataset with 1.9M reactions from patents (1976-2016). The task is: Predict the reactants needed to synthesize the given product. (1) Given the product [OH:18][C:19]1[CH:20]=[CH:21][C:22]([C:25]2[CH:33]=[C:32]3[C:28]([C:29]([NH:34][C:35](=[O:39])[CH2:36][CH2:37][CH3:38])=[N:30][NH:31]3)=[CH:27][CH:26]=2)=[CH:23][CH:24]=1, predict the reactants needed to synthesize it. The reactants are: I[Si](C)(C)C.O1CCCC1.C1(C[O:18][C:19]2[CH:24]=[CH:23][C:22]([C:25]3[CH:33]=[C:32]4[C:28]([C:29]([NH:34][C:35](=[O:39])[CH2:36][CH2:37][CH3:38])=[N:30][NH:31]4)=[CH:27][CH:26]=3)=[CH:21][CH:20]=2)C=CC=CC=1. (2) Given the product [C:1]([O:5][C:6]([N:8]1[CH2:13][CH2:12][O:11][C@H:10]([C@@H:14]([C:15]2[CH:20]=[CH:19][CH:18]=[C:17]([F:21])[CH:16]=2)[OH:22])[CH2:9]1)=[O:7])([CH3:4])([CH3:2])[CH3:3], predict the reactants needed to synthesize it. The reactants are: [C:1]([O:5][C:6]([N:8]1[CH2:13][CH2:12][O:11][C@H:10]([C:14](=[O:22])[C:15]2[CH:20]=[CH:19][CH:18]=[C:17]([F:21])[CH:16]=2)[CH2:9]1)=[O:7])([CH3:4])([CH3:3])[CH3:2]. (3) Given the product [Br:1][C:2]1[CH:3]=[CH:4][C:5]([CH:8]([CH2:9][CH2:10][O:11][Si:23]([CH:28]([CH3:30])[CH3:29])([CH:25]([CH3:27])[CH3:26])[CH:20]([CH3:22])[CH3:21])[CH2:12][NH:13][CH3:14])=[CH:6][CH:7]=1, predict the reactants needed to synthesize it. The reactants are: [Br:1][C:2]1[CH:7]=[CH:6][C:5]([CH:8]([CH2:12][NH:13][CH3:14])[CH2:9][CH2:10][OH:11])=[CH:4][CH:3]=1.N1C=CN=C1.[CH:20]([Si:23]([CH:28]([CH3:30])[CH3:29])([CH:25]([CH3:27])[CH3:26])Cl)([CH3:22])[CH3:21].